This data is from Experimentally validated miRNA-target interactions with 360,000+ pairs, plus equal number of negative samples. The task is: Binary Classification. Given a miRNA mature sequence and a target amino acid sequence, predict their likelihood of interaction. The protein sequence of the target gene is MRPAALRGALLGCLCLALLCLGGADKRLRDNHEWKKLIMVQHWPETVCEKIQNDCRDPPDYWTIHGLWPDKSEGCNRSWPFNLEEIKDLLPEMRAYWPDVIHSFPNRSRFWKHEWEKHGTCAAQVDALNSQKKYFGRSLELYRELDLNSVLLKLGIKPSINYYQVADFKDALARVYGVIPKIQCLPPSQDEEVQTIGQIELCLTKQDQQLQNCTEPGEQPSPKQEVWLANGAAESRGLRVCEDGPVFYPPPKKTKH. Result: 0 (no interaction). The miRNA is mmu-miR-653-5p with sequence GUGUUGAAACAAUCUCUACUG.